Dataset: Experimentally validated miRNA-target interactions with 360,000+ pairs, plus equal number of negative samples. Task: Binary Classification. Given a miRNA mature sequence and a target amino acid sequence, predict their likelihood of interaction. (1) The miRNA is hsa-miR-199b-3p with sequence ACAGUAGUCUGCACAUUGGUUA. The protein sequence of the target gene is MEEDIDTRKINNSFLRDHSYATEADIISTVEFNHTGELLATGDKGGRVVIFQREQESKNQVHRRGEYNVYSTFQSHEPEFDYLKSLEIEEKINKIRWLPQQNAAYFLLSTNDKTVKLWKVSERDKRPEGYNLKDEEGRLRDPATITTLRVPVLRPMDLMVEATPRRVFANAHTYHINSISVNSDYETYMSADDLRINLWNFEITNQSFNIVDIKPANMEELTEVITAAEFHPHHCNTFVYSSSKGTIRLCDMRASALCDRHTKFFEEPEDPSNRSFFSEIISSISDVKFSHSGRYIMTRD.... Result: 0 (no interaction). (2) Result: 1 (interaction). The protein sequence of the target gene is MLITERKHFRSGRIAQSMSEANLIDMEAGKLSKSCNITECQDPDLLHNWPDAFTLRGNNASKVANPFWNQLSASNPFLDDITQLRNNRKRNNISILKEDPFLFCREIENGNSFDSSGDELDVHQLLRQTSSRNSGRSKSVSELLDILDDTAHAHQSIHNSDQILLHDLEWLKNDREAYKMAWLSQRQLARSCLDLNTISQSPGWAQTQLAEVTIACKVNHQGGSVQLPESDITVHVPQGHVAVGEFQEVSLRAFLDPPHMLNHDLSCTVSPLLEIMLGNLNTMEALLLEMKIGAEVRKDP.... The miRNA is hsa-miR-544b with sequence ACCUGAGGUUGUGCAUUUCUAA. (3) The miRNA is hsa-miR-6742-5p with sequence AGUGGGGUGGGACCCAGCUGUU. The protein sequence of the target gene is MFSLDSFRKDRAQHRQRQCKLPPPRLPPMCVNPTPGGTISRASRDLLKEFPQPKNLLNSVIGRALGISHAKDKLVYVHTNGPKKKKVTLHIKWPKSVEVEGYGSKKIDAERQAAAAACQLFKGWGLLGPRNELFDAAKYRVLADRFGSPADSWWRPEPTMPPTSWRQLNPESIRPGGPGGLSRSLGREEEEDEEEELEEGTIDVTDFLSMTQQDSHAPLRDSRGSSFEMTDDDSAIRALTQFPLPKNLLAKVIQIATSSSTAKNLMQFHTVGTKTKLSTLTLLWPCPMTFVAKGRRKAEA.... Result: 0 (no interaction). (4) The miRNA is hsa-miR-31-3p with sequence UGCUAUGCCAACAUAUUGCCAU. Result: 0 (no interaction). The protein sequence of the target gene is MESKALLLLALSVCLQSLTVSRGGLVAADRITGGKDFRDIESKFALRTPEDTAEDTCHLIPGVTESVANCHFNHSSKTFVVIHGWTVTGMYESWVPKLVAALYKREPDSNVIVVDWLSRAQQHYPVSAGYTKLVGQDVAKFMNWMADEFNYPLGNVHLLGYSLGAHAAGIAGSLTNKKVNRITGLDPAGPNFEYAEAPSRLSPDDADFVDVLHTFTRGSPGRSIGIQKPVGHVDIYPNGGTFQPGCNIGEALRVIAERGLGDVDQLVKCSHERSVHLFIDSLLNEENPSKAYRCNSKEAF....